Dataset: NCI-60 drug combinations with 297,098 pairs across 59 cell lines. Task: Regression. Given two drug SMILES strings and cell line genomic features, predict the synergy score measuring deviation from expected non-interaction effect. (1) Drug 1: C1=CC(=C2C(=C1NCCNCCO)C(=O)C3=C(C=CC(=C3C2=O)O)O)NCCNCCO. Drug 2: N.N.Cl[Pt+2]Cl. Cell line: HCT116. Synergy scores: CSS=5.91, Synergy_ZIP=-7.57, Synergy_Bliss=-15.4, Synergy_Loewe=-49.7, Synergy_HSA=-16.8. (2) Drug 1: CC1=C2C(C(=O)C3(C(CC4C(C3C(C(C2(C)C)(CC1OC(=O)C(C(C5=CC=CC=C5)NC(=O)OC(C)(C)C)O)O)OC(=O)C6=CC=CC=C6)(CO4)OC(=O)C)OC)C)OC. Drug 2: CC=C1C(=O)NC(C(=O)OC2CC(=O)NC(C(=O)NC(CSSCCC=C2)C(=O)N1)C(C)C)C(C)C. Cell line: SF-539. Synergy scores: CSS=54.0, Synergy_ZIP=-12.1, Synergy_Bliss=-16.2, Synergy_Loewe=-13.1, Synergy_HSA=-10.3. (3) Drug 1: C1=CC(=CC=C1CC(C(=O)O)N)N(CCCl)CCCl.Cl. Drug 2: C1=CC(=CC=C1CCCC(=O)O)N(CCCl)CCCl. Cell line: IGROV1. Synergy scores: CSS=42.9, Synergy_ZIP=7.35, Synergy_Bliss=7.40, Synergy_Loewe=9.98, Synergy_HSA=12.4. (4) Drug 1: C1=CC(=CC=C1CCC2=CNC3=C2C(=O)NC(=N3)N)C(=O)NC(CCC(=O)O)C(=O)O. Synergy scores: CSS=34.5, Synergy_ZIP=13.0, Synergy_Bliss=11.7, Synergy_Loewe=-8.19, Synergy_HSA=6.48. Drug 2: CC1=CC2C(CCC3(C2CCC3(C(=O)C)OC(=O)C)C)C4(C1=CC(=O)CC4)C. Cell line: HS 578T.